From a dataset of Full USPTO retrosynthesis dataset with 1.9M reactions from patents (1976-2016). Predict the reactants needed to synthesize the given product. (1) Given the product [Cl:1][C:2]1[CH:7]=[CH:6][C:5]([NH:8][C:9]2[S:10][CH:11]=[CH:12][N:13]=2)=[CH:4][C:3]=1[O:14][CH2:20][CH2:19][CH2:18][CH2:17][CH2:16][CH2:15][CH3:22], predict the reactants needed to synthesize it. The reactants are: [Cl:1][C:2]1[CH:7]=[CH:6][C:5]([NH:8][C:9]2[S:10][CH:11]=[CH:12][N:13]=2)=[CH:4][C:3]=1[OH:14].[CH2:15](O)[CH2:16][CH2:17][CH2:18][CH2:19][CH3:20].[CH:22]1C=CC(P(C2C=CC=CC=2)C2C=CC=CC=2)=CC=1.CCOC(/N=N/C(OCC)=O)=O. (2) The reactants are: [O:1]1[C:10]2[CH:9]=[C:8]([CH2:11][NH:12][CH:13]3[CH2:18][CH2:17][N:16]([CH2:19][C@H:20]4[N:31]5[C:32]6[C:27]([CH:28]=[CH:29][C:30]5=[O:33])=[C:26](/[CH:34]=[CH:35]/[C:36]([O:38]CC)=[O:37])[CH:25]=[C:24]([F:41])[C:23]=6[O:22][CH2:21]4)[CH2:15][CH2:14]3)[N:7]=[CH:6][C:5]=2[O:4][CH2:3][CH2:2]1.[OH-].[Na+]. Given the product [O:1]1[C:10]2[CH:9]=[C:8]([CH2:11][NH:12][CH:13]3[CH2:14][CH2:15][N:16]([CH2:19][C@H:20]4[N:31]5[C:32]6[C:27]([CH:28]=[CH:29][C:30]5=[O:33])=[C:26](/[CH:34]=[CH:35]/[C:36]([OH:38])=[O:37])[CH:25]=[C:24]([F:41])[C:23]=6[O:22][CH2:21]4)[CH2:17][CH2:18]3)[N:7]=[CH:6][C:5]=2[O:4][CH2:3][CH2:2]1, predict the reactants needed to synthesize it.